Dataset: Forward reaction prediction with 1.9M reactions from USPTO patents (1976-2016). Task: Predict the product of the given reaction. (1) The product is: [C:13]([NH:17][C:18]([CH:20]1[CH2:25][CH2:24][N:23]([CH2:5][C:4]2[CH:3]=[C:2]([Br:1])[CH:9]=[C:8]([NH2:10])[CH:7]=2)[CH2:22][CH2:21]1)=[O:19])([CH3:16])([CH3:14])[CH3:15]. Given the reactants [Br:1][C:2]1[CH:3]=[C:4]([CH:7]=[C:8]([N+:10]([O-])=O)[CH:9]=1)[CH:5]=O.[C:13]([NH:17][C:18]([CH:20]1[CH2:25][CH2:24][NH:23][CH2:22][CH2:21]1)=[O:19])([CH3:16])([CH3:15])[CH3:14], predict the reaction product. (2) The product is: [Cl:8][C:6]1[CH:5]=[CH:4][C:3]([C:9](=[O:28])[CH2:10][CH2:11][C:12]2[CH:13]=[CH:14][C:15]([S:18]([N:21]3[CH2:26][CH2:25][N:24]([CH3:27])[CH2:23][CH2:22]3)(=[O:20])=[O:19])=[CH:16][CH:17]=2)=[C:2]([NH:1][C:36]2[CH:41]=[CH:40][CH:39]=[CH:38][CH:37]=2)[CH:7]=1. Given the reactants [NH2:1][C:2]1[CH:7]=[C:6]([Cl:8])[CH:5]=[CH:4][C:3]=1[C:9](=[O:28])[CH2:10][CH2:11][C:12]1[CH:17]=[CH:16][C:15]([S:18]([N:21]2[CH2:26][CH2:25][N:24]([CH3:27])[CH2:23][CH2:22]2)(=[O:20])=[O:19])=[CH:14][CH:13]=1.C([O-])([O-])=O.[K+].[K+].I[C:36]1[CH:41]=[CH:40][CH:39]=[CH:38][CH:37]=1, predict the reaction product. (3) Given the reactants C([Si]1(C(C)(C)C)[O:10][C@H:9]2[C@@H:11]([O:30][Si:31]([C:34]([CH3:37])([CH3:36])[CH3:35])([CH3:33])[CH3:32])[C@H:12]([N:14]3[C:23]4[C:18](=[CH:19][C:20]([O:26][CH3:27])=[C:21]([O:24][CH3:25])[CH:22]=4)[C:17](=[O:28])[NH:16][C:15]3=[O:29])[O:13][C@@H:8]2[CH2:7][O:6]1)(C)(C)C.N1C=CC=CC=1.N1C=CC=CC=1.F.C(=O)(O)[O-].[Na+], predict the reaction product. The product is: [Si:31]([O:30][C@@H:11]1[C@H:9]([OH:10])[C@@H:8]([CH2:7][OH:6])[O:13][C@H:12]1[N:14]1[C:23]2[C:18](=[CH:19][C:20]([O:26][CH3:27])=[C:21]([O:24][CH3:25])[CH:22]=2)[C:17](=[O:28])[NH:16][C:15]1=[O:29])([C:34]([CH3:37])([CH3:35])[CH3:36])([CH3:32])[CH3:33]. (4) Given the reactants [CH2:1]([C:9]1[CH:14]=[CH:13][C:12]([OH:15])=[CH:11][CH:10]=1)[CH2:2][CH2:3][CH2:4][CH2:5][CH2:6][CH2:7][CH3:8].[I:16]I, predict the reaction product. The product is: [I:16][C:13]1[CH:14]=[C:9]([CH2:1][CH2:2][CH2:3][CH2:4][CH2:5][CH2:6][CH2:7][CH3:8])[CH:10]=[CH:11][C:12]=1[OH:15]. (5) Given the reactants [NH2:1][C:2]1[C:3]([C:16]([OH:18])=O)=[N:4][C:5]([C:8]2[C:13]([F:14])=[CH:12][CH:11]=[CH:10][C:9]=2[F:15])=[CH:6][N:7]=1.CN(C(ON1N=NC2C=CC=NC1=2)=[N+](C)C)C.F[P-](F)(F)(F)(F)F.CCN(C(C)C)C(C)C.[C:52]([O:55][CH:56]1[C:60]2=[N:61][CH:62]=[C:63]([NH2:79])[C:64]([N:65]3[CH2:70][CH2:69][CH2:68][C@H:67]([NH:71][C:72]([O:74][C:75]([CH3:78])([CH3:77])[CH3:76])=[O:73])[CH2:66]3)=[C:59]2[CH2:58][CH2:57]1)(=[O:54])[CH3:53], predict the reaction product. The product is: [C:52]([O:55][CH:56]1[C:60]2=[N:61][CH:62]=[C:63]([NH:79][C:16]([C:3]3[C:2]([NH2:1])=[N:7][CH:6]=[C:5]([C:8]4[C:9]([F:15])=[CH:10][CH:11]=[CH:12][C:13]=4[F:14])[N:4]=3)=[O:18])[C:64]([N:65]3[CH2:70][CH2:69][CH2:68][C@H:67]([NH:71][C:72]([O:74][C:75]([CH3:78])([CH3:77])[CH3:76])=[O:73])[CH2:66]3)=[C:59]2[CH2:58][CH2:57]1)(=[O:54])[CH3:53]. (6) Given the reactants [O:1]1[CH2:5][CH2:4][N:3]=[C:2]1[C:6]1[CH:15]=[CH:14][C:9]([C:10]([O:12][CH3:13])=[O:11])=[CH:8][CH:7]=1.[Br:16]N1C(=O)CCC1=O, predict the reaction product. The product is: [Br:16][C:5]1[O:1][C:2]([C:6]2[CH:7]=[CH:8][C:9]([C:10]([O:12][CH3:13])=[O:11])=[CH:14][CH:15]=2)=[N:3][CH:4]=1.